This data is from Full USPTO retrosynthesis dataset with 1.9M reactions from patents (1976-2016). The task is: Predict the reactants needed to synthesize the given product. (1) Given the product [NH2:13][C:11]1[CH:10]=[CH:9][C:3]([C:4]([N:6]([CH3:8])[CH3:7])=[O:5])=[C:2]([F:1])[CH:12]=1, predict the reactants needed to synthesize it. The reactants are: [F:1][C:2]1[CH:12]=[C:11]([N+:13]([O-])=O)[CH:10]=[CH:9][C:3]=1[C:4]([N:6]([CH3:8])[CH3:7])=[O:5]. (2) Given the product [F:34][C:19]1[CH:20]=[C:21]([NH:24][C:25]([CH:27]2[CH2:31][CH2:30][N:29]([CH3:32])[C:28]2=[O:33])=[O:26])[CH:22]=[CH:23][C:18]=1[O:17][C:16]1[CH:15]=[CH:14][N:13]=[C:12]2[NH:8][N:9]=[C:10]([C:35]3[CH:36]=[CH:37][C:38]([C:41](=[O:44])[NH:42][CH3:43])=[CH:39][CH:40]=3)[C:11]=12, predict the reactants needed to synthesize it. The reactants are: COC1C=CC(C[N:8]2[C:12]3=[N:13][CH:14]=[CH:15][C:16]([O:17][C:18]4[CH:23]=[CH:22][C:21]([NH:24][C:25]([CH:27]5[CH2:31][CH2:30][N:29]([CH3:32])[C:28]5=[O:33])=[O:26])=[CH:20][C:19]=4[F:34])=[C:11]3[C:10]([C:35]3[CH:40]=[CH:39][C:38]([C:41](=[O:44])[NH:42][CH3:43])=[CH:37][CH:36]=3)=[N:9]2)=CC=1.C(O)(C(F)(F)F)=O. (3) The reactants are: CO.C([O:10][C:11]1[CH:16]=[CH:15][C:14]([N:17]2[C:21]3[C:22](=[O:39])[N:23]([C:26]4[CH:31]=[CH:30][C:29]([N:32]5[CH2:37][CH2:36][CH2:35][CH2:34][C:33]5=[O:38])=[CH:28][CH:27]=4)[CH2:24][CH2:25][C:20]=3[C:19]([C:40]([NH2:42])=[O:41])=[N:18]2)=[CH:13][CH:12]=1)C1C=CC=CC=1.C(O)(=O)C.[H][H]. Given the product [OH:10][C:11]1[CH:12]=[CH:13][C:14]([N:17]2[C:21]3[C:22](=[O:39])[N:23]([C:26]4[CH:27]=[CH:28][C:29]([N:32]5[CH2:37][CH2:36][CH2:35][CH2:34][C:33]5=[O:38])=[CH:30][CH:31]=4)[CH2:24][CH2:25][C:20]=3[C:19]([C:40]([NH2:42])=[O:41])=[N:18]2)=[CH:15][CH:16]=1, predict the reactants needed to synthesize it. (4) Given the product [C:12]([O:16][C:17](=[O:30])[CH2:18][C@@:19]1([CH2:28][NH2:29])[CH2:25][C@@H:24]2[C@H:20]1[CH:21]=[C:22]([CH2:26][CH3:27])[CH2:23]2)([CH3:14])([CH3:13])[CH3:15], predict the reactants needed to synthesize it. The reactants are: C(O)(=O)[C@@H](C1C=CC=CC=1)O.[C:12]([O:16][C:17](=[O:30])[CH2:18][C@@:19]1([CH2:28][NH2:29])[CH2:25][C@@H:24]2[C@H:20]1[CH:21]=[C:22]([CH2:26][CH3:27])[CH2:23]2)([CH3:15])([CH3:14])[CH3:13].C(N(CC)CC)C.O. (5) Given the product [CH2:22]([NH:3][C:4]1[N:9]2[N:10]=[CH:11][CH:12]=[C:8]2[N:7]=[C:6]([S:13][CH3:14])[C:5]=1[C:15]#[N:16])[C:23]1[CH:28]=[CH:27][CH:26]=[CH:25][CH:24]=1, predict the reactants needed to synthesize it. The reactants are: [H-].[Na+].[NH2:3][C:4]1[N:9]2[N:10]=[CH:11][CH:12]=[C:8]2[N:7]=[C:6]([S:13][CH3:14])[C:5]=1[C:15]#[N:16].CN(C=O)C.[CH2:22](Br)[C:23]1[CH:28]=[CH:27][CH:26]=[CH:25][CH:24]=1. (6) The reactants are: [CH3:1][CH:2]([C@H:4]([NH2:23])[C:5]([O:7][CH2:8][CH2:9][O:10][CH2:11][N:12]1[C:16]2[NH:17][C:18]([NH2:22])=[N:19][C:20](=[O:21])[C:15]=2[N:14]=[CH:13]1)=[O:6])[CH3:3].[CH3:24][S:25]([OH:28])(=[O:27])=[O:26]. Given the product [CH3:3][CH:2]([C@H:4]([NH2:23])[C:5]([O:7][CH2:8][CH2:9][O:10][CH2:11][N:12]1[C:16]2[NH:17][C:18]([NH2:22])=[N:19][C:20](=[O:21])[C:15]=2[N:14]=[CH:13]1)=[O:6])[CH3:1].[S:25]([O-:28])(=[O:27])(=[O:26])[CH3:24], predict the reactants needed to synthesize it. (7) Given the product [C:8]([C:12]1[O:16][N:15]=[C:14]([N:17]2[C:4](=[O:5])[C:3]([OH:7])=[C:2]([Cl:1])[CH2:18]2)[CH:13]=1)([CH3:11])([CH3:10])[CH3:9], predict the reactants needed to synthesize it. The reactants are: [Cl:1][CH2:2][C:3](=[O:7])[C:4](O)=[O:5].[C:8]([C:12]1[O:16][N:15]=[C:14]([NH2:17])[CH:13]=1)([CH3:11])([CH3:10])[CH3:9].[CH2:18]=O.Cl. (8) The reactants are: Br[C:2]1[CH:20]=[CH:19][C:5]2[N:6]=[C:7]([C@H:9]3[CH2:12][C@H:11]([N:13]4[CH2:17]C[CH2:15][C@H:14]4[CH3:18])[CH2:10]3)[S:8][C:4]=2[CH:3]=1.[CH3:21][C:22]1[C:27](B2OC(C)(C)C(C)(C)O2)=[CH:26][CH:25]=[C:24]([CH3:37])[N:23]=1.N1C=C(B(O)O)C=NC=1. Given the product [CH3:21][C:22]1[C:27]([C:2]2[CH:20]=[CH:19][C:5]3[N:6]=[C:7]([C@H:9]4[CH2:12][C@H:11]([N:13]([CH:14]([CH3:18])[CH3:15])[CH3:17])[CH2:10]4)[S:8][C:4]=3[CH:3]=2)=[CH:26][CH:25]=[C:24]([CH3:37])[N:23]=1, predict the reactants needed to synthesize it. (9) Given the product [CH3:1][O:2][C:3](=[O:13])[C:4]1[CH:9]=[C:8]([Cl:17])[C:7]([O:10][CH3:11])=[CH:6][C:5]=1[OH:12], predict the reactants needed to synthesize it. The reactants are: [CH3:1][O:2][C:3](=[O:13])[C:4]1[CH:9]=[CH:8][C:7]([O:10][CH3:11])=[CH:6][C:5]=1[OH:12].S(Cl)([Cl:17])(=O)=O.CO.